This data is from Forward reaction prediction with 1.9M reactions from USPTO patents (1976-2016). The task is: Predict the product of the given reaction. (1) Given the reactants C(Cl)(=O)C(Cl)=O.[Cl:7][C:8]1[CH:13]=[CH:12][CH:11]=[C:10]([F:14])[C:9]=1[C:15]1[O:16][C:17]2[CH:23]=[CH:22][C:21]([CH:24]([CH3:28])[C:25](O)=[O:26])=[CH:20][C:18]=2[N:19]=1.[NH2:29][C:30]1[S:34][N:33]=[C:32]([CH2:35][CH3:36])[C:31]=1[Cl:37], predict the reaction product. The product is: [Cl:37][C:31]1[C:32]([CH2:35][CH3:36])=[N:33][S:34][C:30]=1[NH:29][C:25](=[O:26])[CH:24]([C:21]1[CH:22]=[CH:23][C:17]2[O:16][C:15]([C:9]3[C:10]([F:14])=[CH:11][CH:12]=[CH:13][C:8]=3[Cl:7])=[N:19][C:18]=2[CH:20]=1)[CH3:28]. (2) Given the reactants [C:1]1([CH3:26])[CH:6]=[CH:5][C:4]([N:7]2[CH:12]=[CH:11][C:10]([CH2:13][CH2:14][CH2:15][CH2:16][CH2:17][C:18]3[N:19]=[N:20][NH:21][CH:22]=3)=[C:9]([O:23]C)[C:8]2=[S:25])=[CH:3][CH:2]=1.B(Br)(Br)Br, predict the reaction product. The product is: [C:1]1([CH3:26])[CH:6]=[CH:5][C:4]([N:7]2[CH:12]=[CH:11][C:10]([CH2:13][CH2:14][CH2:15][CH2:16][CH2:17][C:18]3[N:19]=[N:20][NH:21][CH:22]=3)=[C:9]([OH:23])[C:8]2=[S:25])=[CH:3][CH:2]=1. (3) Given the reactants Br[C:2]1[CH:3]=[N:4][CH:5]=[C:6]([CH:10]=1)[C:7]([OH:9])=[O:8].[Cl:11][C:12]1[CH:13]=[C:14](B(O)O)[CH:15]=[CH:16][CH:17]=1.C(=O)([O-])[O-].[Na+].[Na+].O, predict the reaction product. The product is: [Cl:11][C:12]1[CH:17]=[C:16]([C:2]2[CH:3]=[N:4][CH:5]=[C:6]([CH:10]=2)[C:7]([OH:9])=[O:8])[CH:15]=[CH:14][CH:13]=1. (4) Given the reactants [C:1]([N:4]1[C:13]2[C:8](=[CH:9][C:10]([N:14]3[CH2:19][CH2:18][O:17][CH2:16][CH2:15]3)=[CH:11][CH:12]=2)[C@@H:7]([OH:20])[CH2:6][C@@H:5]1[CH3:21])(=[O:3])[CH3:2].[Cl:22][C:23]1[CH:28]=[CH:27][C:26](O)=[CH:25][CH:24]=1, predict the reaction product. The product is: [C:1]([N:4]1[C:13]2[C:8](=[CH:9][C:10]([N:14]3[CH2:15][CH2:16][O:17][CH2:18][CH2:19]3)=[CH:11][CH:12]=2)[C@H:7]([O:20][C:26]2[CH:27]=[CH:28][C:23]([Cl:22])=[CH:24][CH:25]=2)[CH2:6][C@@H:5]1[CH3:21])(=[O:3])[CH3:2]. (5) Given the reactants [Cl:1][C:2]1[N:7]=[C:6]([Cl:8])[CH:5]=[C:4](Cl)[N:3]=1.[C:10]1(B(O)O)[CH:15]=[CH:14][CH:13]=[CH:12][CH:11]=1, predict the reaction product. The product is: [Cl:1][C:2]1[N:7]=[C:6]([Cl:8])[CH:5]=[C:4]([C:10]2[CH:15]=[CH:14][CH:13]=[CH:12][CH:11]=2)[N:3]=1. (6) Given the reactants [Cl:1][C:2]1[C:10]2[C:5](=[CH:6][C:7]([C:11]([NH:13][CH:14]([C:24]3[CH:29]=[CH:28][CH:27]=[CH:26][C:25]=3[Cl:30])[CH2:15][O:16][CH2:17][CH:18]3[CH2:23][CH2:22][NH:21][CH2:20][CH2:19]3)=[O:12])=[CH:8][CH:9]=2)[NH:4][CH:3]=1.C(=O)([O-])[O-].[K+].[K+].Br[CH2:38][CH2:39][F:40].O, predict the reaction product. The product is: [Cl:1][C:2]1[C:10]2[C:5](=[CH:6][C:7]([C:11]([NH:13][CH:14]([C:24]3[CH:29]=[CH:28][CH:27]=[CH:26][C:25]=3[Cl:30])[CH2:15][O:16][CH2:17][CH:18]3[CH2:23][CH2:22][N:21]([CH2:38][CH2:39][F:40])[CH2:20][CH2:19]3)=[O:12])=[CH:8][CH:9]=2)[NH:4][CH:3]=1. (7) Given the reactants C([O:3][C:4]([C:6]1([NH:16][C:17](=[O:29])[C:18]2[CH:23]=[CH:22][CH:21]=[C:20]([CH3:24])[C:19]=2[O:25][CH:26]([CH3:28])[CH3:27])[CH2:14][C:13]2[C:8](=[CH:9][CH:10]=[C:11]([F:15])[CH:12]=2)[CH2:7]1)=[O:5])C.[OH-].[K+].O, predict the reaction product. The product is: [F:15][C:11]1[CH:12]=[C:13]2[C:8](=[CH:9][CH:10]=1)[CH2:7][C:6]([NH:16][C:17](=[O:29])[C:18]1[CH:23]=[CH:22][CH:21]=[C:20]([CH3:24])[C:19]=1[O:25][CH:26]([CH3:27])[CH3:28])([C:4]([OH:5])=[O:3])[CH2:14]2. (8) Given the reactants [F:1][C:2]([F:16])([C:8]1[C:13]([F:14])=[CH:12][C:11]([CH3:15])=[CH:10][N:9]=1)[C:3](OCC)=[O:4].[BH4-].[Na+], predict the reaction product. The product is: [F:16][C:2]([F:1])([C:8]1[C:13]([F:14])=[CH:12][C:11]([CH3:15])=[CH:10][N:9]=1)[CH2:3][OH:4]. (9) Given the reactants [N:1]1[CH:6]=[CH:5][CH:4]=[CH:3][C:2]=1[NH2:7].[NH2:8][C:9]1[C:10]([C:18](OC)=[O:19])=[N:11][C:12]([Cl:17])=[C:13]([S:15][CH3:16])[N:14]=1, predict the reaction product. The product is: [NH2:8][C:9]1[C:10]([C:18]([NH:7][C:2]2[CH:3]=[CH:4][CH:5]=[CH:6][N:1]=2)=[O:19])=[N:11][C:12]([Cl:17])=[C:13]([S:15][CH3:16])[N:14]=1. (10) Given the reactants [C:1]([C:3]1[C:4]([S:44][CH3:45])=[N:5][C:6]([C:36]2[CH:41]=[CH:40][C:39]([O:42][CH3:43])=[CH:38][CH:37]=2)=[C:7]([C:31]([O:33]CC)=O)[C:8]=1[C:9]1[CH:14]=[CH:13][C:12]([N:15]2[CH2:20][CH2:19][N:18]([C:21]([O:23][C:24]([CH3:27])([CH3:26])[CH3:25])=[O:22])[CH2:17][CH2:16]2)=[CH:11][C:10]=1[N+:28]([O-])=O)#[N:2], predict the reaction product. The product is: [C:1]([C:3]1[C:4]([S:44][CH3:45])=[N:5][C:6]([C:36]2[CH:41]=[CH:40][C:39]([O:42][CH3:43])=[CH:38][CH:37]=2)=[C:7]2[C:8]=1[C:9]1[CH:14]=[CH:13][C:12]([N:15]3[CH2:20][CH2:19][N:18]([C:21]([O:23][C:24]([CH3:25])([CH3:26])[CH3:27])=[O:22])[CH2:17][CH2:16]3)=[CH:11][C:10]=1[NH:28][C:31]2=[O:33])#[N:2].